This data is from Full USPTO retrosynthesis dataset with 1.9M reactions from patents (1976-2016). The task is: Predict the reactants needed to synthesize the given product. Given the product [Cl:17][C:15]1[CH:14]=[CH:13][C:12]([C:2]2[CH:7]=[CH:6][N+:5]([O-:8])=[CH:4][CH:3]=2)=[C:11]([O:10][CH3:9])[CH:16]=1, predict the reactants needed to synthesize it. The reactants are: Cl[C:2]1[CH:7]=[CH:6][N+:5]([O-:8])=[CH:4][CH:3]=1.[CH3:9][O:10][C:11]1[CH:16]=[C:15]([Cl:17])[CH:14]=[CH:13][C:12]=1B(O)O.C([O-])([O-])=O.[K+].[K+].